Task: Predict which catalyst facilitates the given reaction.. Dataset: Catalyst prediction with 721,799 reactions and 888 catalyst types from USPTO (1) Reactant: [F:1][C:2]([F:32])([F:31])[C:3]1[CH:8]=[CH:7][C:6]([NH:9][C:10]([N:12]2[CH2:17][CH2:16][N:15]([CH2:18][C@:19]3([CH3:30])[O:23][C:22]4=[N:24][C:25]([N+:27]([O-:29])=[O:28])=[CH:26][N:21]4[CH2:20]3)[CH2:14][CH2:13]2)=[O:11])=[CH:5][CH:4]=1.[CH3:33]N(C=O)C.[H-].[Na+].CI. Product: [CH3:33][N:9]([C:6]1[CH:5]=[CH:4][C:3]([C:2]([F:1])([F:31])[F:32])=[CH:8][CH:7]=1)[C:10]([N:12]1[CH2:13][CH2:14][N:15]([CH2:18][C@:19]2([CH3:30])[O:23][C:22]3=[N:24][C:25]([N+:27]([O-:29])=[O:28])=[CH:26][N:21]3[CH2:20]2)[CH2:16][CH2:17]1)=[O:11]. The catalyst class is: 6. (2) Reactant: [F:1][C:2]1[CH:3]=[C:4]([CH:12]=[C:13](B2OC(C)(C)C(C)(C)O2)[C:14]=1[CH3:15])[C:5]([O:7][C:8]([CH3:11])([CH3:10])[CH3:9])=[O:6].Br[C:26]1[CH:35]=[CH:34][C:33]([C:36]([NH:38][CH2:39][C:40]([CH3:43])([CH3:42])[CH3:41])=[O:37])=[CH:32][C:27]=1[C:28]([O:30][CH3:31])=[O:29].C(=O)([O-])[O-].[Na+].[Na+]. Product: [CH3:41][C:40]([CH3:43])([CH3:42])[CH2:39][NH:38][C:36]([C:33]1[CH:32]=[C:27]([C:28]([O:30][CH3:31])=[O:29])[C:26]([C:13]2[C:14]([CH3:15])=[C:2]([F:1])[CH:3]=[C:4]([C:5]([O:7][C:8]([CH3:9])([CH3:10])[CH3:11])=[O:6])[CH:12]=2)=[CH:35][CH:34]=1)=[O:37]. The catalyst class is: 77. (3) Reactant: [O:1]=[C:2]1[C:10]2[C:5](=[CH:6][C:7]([CH2:11][CH2:12][N:13]3[CH2:18][CH2:17][CH:16]([C:19]([O:21]C(C)(C)C)=[O:20])[CH2:15][CH2:14]3)=[CH:8][CH:9]=2)[CH2:4][O:3]1.Cl. Product: [O:1]=[C:2]1[C:10]2[C:5](=[CH:6][C:7]([CH2:11][CH2:12][N:13]3[CH2:18][CH2:17][CH:16]([C:19]([OH:21])=[O:20])[CH2:15][CH2:14]3)=[CH:8][CH:9]=2)[CH2:4][O:3]1. The catalyst class is: 12. (4) Reactant: [N+:1]([C:4]1[CH:8]=[CH:7][N:6]([CH2:9][CH2:10][NH2:11])[N:5]=1)([O-:3])=[O:2].[CH3:12][C:13]([O:16][C:17](O[C:17]([O:16][C:13]([CH3:15])([CH3:14])[CH3:12])=[O:18])=[O:18])([CH3:15])[CH3:14].C(N(CC)CC)C. Product: [N+:1]([C:4]1[CH:8]=[CH:7][N:6]([CH2:9][CH2:10][NH:11][C:17](=[O:18])[O:16][C:13]([CH3:15])([CH3:14])[CH3:12])[N:5]=1)([O-:3])=[O:2]. The catalyst class is: 2. (5) Reactant: [CH2:1]([O:3][C:4]([CH:6]1[CH2:11][CH2:10][CH2:9][CH2:8][C:7]1=O)=[O:5])[CH3:2].[SH2:13].Cl. Product: [CH2:1]([O:3][C:4]([C:6]1[CH2:11][CH2:10][CH2:9][CH2:8][C:7]=1[SH:13])=[O:5])[CH3:2]. The catalyst class is: 8.